Predict the reaction yield, written as a fraction of the theoretical maximum amount of product (1.0 means a 100% yield; for example, 0.34 means a 34% yield). From a dataset of Reaction yield outcomes from USPTO patents with 853,638 reactions. The reactants are [CH2:1]([O:3][C:4]1[CH:9]=[CH:8][N:7]([C:10]2[CH:15]=[CH:14][C:13]([F:16])=[CH:12][CH:11]=2)[C:6](=[O:17])[C:5]=1[C:18]([O:20][CH2:21]C)=[O:19])C.C[O-].[Na+]. No catalyst specified. The product is [CH3:1][O:3][C:4]1[CH:9]=[CH:8][N:7]([C:10]2[CH:15]=[CH:14][C:13]([F:16])=[CH:12][CH:11]=2)[C:6](=[O:17])[C:5]=1[C:18]([O:20][CH3:21])=[O:19]. The yield is 0.770.